This data is from Forward reaction prediction with 1.9M reactions from USPTO patents (1976-2016). The task is: Predict the product of the given reaction. (1) Given the reactants [CH2:1]([O:8][C:9]1[CH:14]=[CH:13][C:12]([O:15]C(=O)C)=[C:11]([O:19][CH2:20][C@H:21]2[CH2:23][O:22]2)[CH:10]=1)[C:2]1[CH:7]=[CH:6][CH:5]=[CH:4][CH:3]=1.[OH-].[Na+], predict the reaction product. The product is: [CH2:1]([O:8][C:9]1[CH:14]=[CH:13][C:12]2[O:15][C@@H:21]([CH2:23][OH:22])[CH2:20][O:19][C:11]=2[CH:10]=1)[C:2]1[CH:3]=[CH:4][CH:5]=[CH:6][CH:7]=1. (2) Given the reactants [Br:1][C:2]1[N:3]=[C:4](Br)[C:5]2[N:6]([CH:8]=[CH:9][N:10]=2)[CH:7]=1.[CH3:12][S-:13].[Na+], predict the reaction product. The product is: [Br:1][C:2]1[N:3]=[C:4]([S:13][CH3:12])[C:5]2[N:6]([CH:8]=[CH:9][N:10]=2)[CH:7]=1. (3) Given the reactants [F:1][C:2]1[CH:7]=[CH:6][C:5]([CH2:8][CH2:9]O)=[C:4]([N+:11]([O-:13])=[O:12])[CH:3]=1.C1(P(C2C=CC=CC=2)C2C=CC=CC=2)C=CC=CC=1.C(Br)(Br)(Br)[Br:34], predict the reaction product. The product is: [Br:34][CH2:9][CH2:8][C:5]1[CH:6]=[CH:7][C:2]([F:1])=[CH:3][C:4]=1[N+:11]([O-:13])=[O:12]. (4) Given the reactants [CH3:1][C:2]1[C:11]2[C:6](=[CH:7][CH:8]=[CH:9][CH:10]=2)[CH:5]=[CH:4][CH:3]=1.[N+:12]([O-])([OH:14])=[O:13], predict the reaction product. The product is: [CH3:1][C:2]1[C:11]2[C:6](=[CH:7][CH:8]=[CH:9][CH:10]=2)[C:5]([N+:12]([O-:14])=[O:13])=[CH:4][CH:3]=1. (5) Given the reactants O[CH:2]1[N:6]([C:7]([O:9][CH2:10][C:11]2[CH:16]=[CH:15][CH:14]=[CH:13][CH:12]=2)=[O:8])[N:5]([CH2:17][C:18]#[CH:19])[C:4]([CH3:21])([CH3:20])[CH2:3]1.C(O)=[O:23], predict the reaction product. The product is: [CH3:20][C:4]1([CH3:21])[N:5]2[N:6]([C:7]([O:9][CH2:10][C:11]3[CH:16]=[CH:15][CH:14]=[CH:13][CH:12]=3)=[O:8])[CH:2]([CH2:19][C:18](=[O:23])[CH2:17]2)[CH2:3]1.